From a dataset of Peptide-MHC class I binding affinity with 185,985 pairs from IEDB/IMGT. Regression. Given a peptide amino acid sequence and an MHC pseudo amino acid sequence, predict their binding affinity value. This is MHC class I binding data. The peptide sequence is GLMWLSYFV. The MHC is HLA-B27:05 with pseudo-sequence HLA-B27:05. The binding affinity (normalized) is 0.0847.